From a dataset of Full USPTO retrosynthesis dataset with 1.9M reactions from patents (1976-2016). Predict the reactants needed to synthesize the given product. (1) Given the product [CH3:1][O:2][C:3]1[CH:8]=[CH:7][CH:6]=[CH:5][C:4]=1[N:9]1[CH2:10][CH2:11][N:12]([CH2:15][CH2:16][CH2:17][CH2:18][NH2:19])[CH2:13][CH2:14]1, predict the reactants needed to synthesize it. The reactants are: [CH3:1][O:2][C:3]1[CH:8]=[CH:7][CH:6]=[CH:5][C:4]=1[N:9]1[CH2:14][CH2:13][N:12]([CH2:15][CH2:16][CH2:17][CH2:18][N:19]2C(=O)C3C(=CC=CC=3)C2=O)[CH2:11][CH2:10]1.O.NN. (2) Given the product [Br:18][C:19]1[CH:25]=[C:24]([Cl:26])[C:23]([O:27][CH3:28])=[CH:22][C:20]=1[NH:21][C:2]1[C:11]2[CH:10]=[C:9]3[N:12]=[CH:13][N:14]=[C:8]3[CH2:7][C:6]=2[N:5]=[CH:4][C:3]=1[C:15]#[N:16], predict the reactants needed to synthesize it. The reactants are: Cl[C:2]1[C:11]2[CH:10]=[C:9]3[N:12]=[CH:13][N:14]=[C:8]3[CH2:7][C:6]=2[N:5]=[CH:4][C:3]=1[C:15]#[N:16].Br.[Br:18][C:19]1[CH:25]=[C:24]([Cl:26])[C:23]([O:27][CH3:28])=[CH:22][C:20]=1[NH2:21].Cl.N1C=CC=CC=1.C(=O)(O)[O-].[Na+].